Dataset: Catalyst prediction with 721,799 reactions and 888 catalyst types from USPTO. Task: Predict which catalyst facilitates the given reaction. (1) Reactant: [Cl:1][C:2]1[CH:19]=[C:18]([O:20][CH2:21][CH:22]=[C:23]([Cl:25])[Cl:24])[CH:17]=[C:16]([Cl:26])[C:3]=1[O:4][CH2:5][CH2:6][CH2:7][CH2:8][CH2:9][O:10][CH2:11][C:12](=[N:14][OH:15])[CH3:13].[H-].[Na+].[H][H].Cl[CH2:32][C:33]#[N:34].Cl. Product: [C:33]([CH2:32][O:15][N:14]=[C:12]([CH2:11][O:10][CH2:9][CH2:8][CH2:7][CH2:6][CH2:5][O:4][C:3]1[C:2]([Cl:1])=[CH:19][C:18]([O:20][CH2:21][CH:22]=[C:23]([Cl:25])[Cl:24])=[CH:17][C:16]=1[Cl:26])[CH3:13])#[N:34]. The catalyst class is: 310. (2) Reactant: [NH2:1][C:2]1[N:6]([C@H:7]2[CH2:12][CH2:11][C@H:10]([OH:13])[CH2:9][CH2:8]2)[C:5]2[CH:14]=[CH:15][C:16]([C:18]([O:20][CH2:21][CH3:22])=[O:19])=[CH:17][C:4]=2[N:3]=1.CN(C)C=O.N1C=CN=C1.[Si:33](Cl)([C:36]([CH3:39])([CH3:38])[CH3:37])([CH3:35])[CH3:34]. Product: [NH2:1][C:2]1[N:6]([C@H:7]2[CH2:12][CH2:11][C@H:10]([O:13][Si:33]([C:36]([CH3:39])([CH3:38])[CH3:37])([CH3:35])[CH3:34])[CH2:9][CH2:8]2)[C:5]2[CH:14]=[CH:15][C:16]([C:18]([O:20][CH2:21][CH3:22])=[O:19])=[CH:17][C:4]=2[N:3]=1. The catalyst class is: 13. (3) Reactant: C([O:3][C:4]([C:6]1[C:11]2[S:12][CH:13]=[CH:14][C:10]=2[CH:9]=[CH:8][CH:7]=1)=[O:5])C.[OH-].[Na+]. Product: [S:12]1[CH:13]=[CH:14][C:10]2[CH:9]=[CH:8][CH:7]=[C:6]([C:4]([OH:5])=[O:3])[C:11]1=2. The catalyst class is: 24. (4) Reactant: [CH2:1]([C:8]1[C:9]2[CH2:32][N:31](C(OC(C)(C)C)=O)[CH2:30][CH2:29][C:10]=2[N:11]=[C:12]([NH:14][C:15]2[CH:20]=[CH:19][C:18]([N:21]3[CH:25]=[C:24]([CH3:26])[N:23]=[CH:22]3)=[C:17]([O:27][CH3:28])[CH:16]=2)[N:13]=1)[C:2]1[CH:7]=[CH:6][CH:5]=[CH:4][CH:3]=1.Cl. Product: [CH2:1]([C:8]1[C:9]2[CH2:32][NH:31][CH2:30][CH2:29][C:10]=2[N:11]=[C:12]([NH:14][C:15]2[CH:20]=[CH:19][C:18]([N:21]3[CH:25]=[C:24]([CH3:26])[N:23]=[CH:22]3)=[C:17]([O:27][CH3:28])[CH:16]=2)[N:13]=1)[C:2]1[CH:3]=[CH:4][CH:5]=[CH:6][CH:7]=1. The catalyst class is: 5. (5) Reactant: [C:1]([NH:5][C:6]1[C:7]([NH:26]CC2C=CC(OC)=CC=2OC)=[N:8][C:9]2[C:14]([N:15]=1)=[C:13]([C:16]1[NH:24][C:23]3[CH2:22][CH2:21][NH:20][C:19](=[O:25])[C:18]=3[CH:17]=1)[CH:12]=[CH:11][CH:10]=2)([CH3:4])([CH3:3])[CH3:2].C(O)(C(F)(F)F)=O. Product: [NH2:26][C:7]1[C:6]([NH:5][C:1]([CH3:4])([CH3:3])[CH3:2])=[N:15][C:14]2[C:9](=[CH:10][CH:11]=[CH:12][C:13]=2[C:16]2[NH:24][C:23]3[CH2:22][CH2:21][NH:20][C:19](=[O:25])[C:18]=3[CH:17]=2)[N:8]=1. The catalyst class is: 2. (6) Reactant: [F:1][C:2]1[CH:7]=[CH:6][CH:5]=[C:4]([F:8])[C:3]=1[NH:9][C:10]1[CH:11]=[C:12]2[C:16](=[CH:17][CH:18]=1)[N:15](C1CCCCO1)[N:14]=[C:13]2[C:25]1[CH:30]=[C:29]([O:31]CC2C=CC(OC)=CC=2)[N:28]=[C:27]([N:41]([CH3:43])[CH3:42])[N:26]=1.C(O)(C(F)(F)F)=O. Product: [F:8][C:4]1[CH:5]=[CH:6][CH:7]=[C:2]([F:1])[C:3]=1[NH:9][C:10]1[CH:11]=[C:12]2[C:16](=[CH:17][CH:18]=1)[NH:15][N:14]=[C:13]2[C:25]1[N:26]=[C:27]([N:41]([CH3:42])[CH3:43])[NH:28][C:29](=[O:31])[CH:30]=1. The catalyst class is: 2. (7) Reactant: Br[C:2]1[N:7]=[CH:6][C:5]2[N:8]=[CH:9][N:10]([CH:11]3[CH2:16][CH2:15][CH2:14][N:13]([C:17]([O:19][C:20]([CH3:23])([CH3:22])[CH3:21])=[O:18])[CH2:12]3)[C:4]=2[CH:3]=1.[NH:24](C1C=CC=CC=1)C1C=CC=CC=1.C[C:38]1(C)[C:64]2[C:59](=[C:60](P(C3C=CC=CC=3)C3C=CC=CC=3)[CH:61]=[CH:62][CH:63]=2)O[C:40]2[C:41](P(C3C=CC=CC=3)C3C=CC=CC=3)=[CH:42][CH:43]=[CH:44][C:39]1=2.C([O-])([O-])=O.[Cs+].[Cs+]. Product: [C:39]1([C:38](=[N:24][C:2]2[N:7]=[CH:6][C:5]3[N:8]=[CH:9][N:10]([CH:11]4[CH2:16][CH2:15][CH2:14][N:13]([C:17]([O:19][C:20]([CH3:23])([CH3:22])[CH3:21])=[O:18])[CH2:12]4)[C:4]=3[CH:3]=2)[C:64]2[CH:59]=[CH:60][CH:61]=[CH:62][CH:63]=2)[CH:44]=[CH:43][CH:42]=[CH:41][CH:40]=1. The catalyst class is: 44. (8) The catalyst class is: 117. Product: [CH3:31][N:32]1[CH:36]=[C:35]([C:2]2[N:7]=[C:6]([NH:8][CH2:9][C:10]3[CH:11]=[C:12]4[C:17](=[CH:18][CH:19]=3)[N:16]=[CH:15][CH:14]=[CH:13]4)[C:5]([N+:20]([O-:22])=[O:21])=[C:4]([NH:23][C:24](=[O:30])[O:25][C:26]([CH3:27])([CH3:29])[CH3:28])[CH:3]=2)[CH:34]=[N:33]1. Reactant: Cl[C:2]1[N:7]=[C:6]([NH:8][CH2:9][C:10]2[CH:11]=[C:12]3[C:17](=[CH:18][CH:19]=2)[N:16]=[CH:15][CH:14]=[CH:13]3)[C:5]([N+:20]([O-:22])=[O:21])=[C:4]([NH:23][C:24](=[O:30])[O:25][C:26]([CH3:29])([CH3:28])[CH3:27])[CH:3]=1.[CH3:31][N:32]1[CH:36]=[C:35](B2OC(C)(C)C(C)(C)O2)[CH:34]=[N:33]1.C([O-])([O-])=O.[Na+].[Na+].